This data is from Full USPTO retrosynthesis dataset with 1.9M reactions from patents (1976-2016). The task is: Predict the reactants needed to synthesize the given product. (1) Given the product [F:24][C:25]1[CH:32]=[CH:31][C:28]([CH2:29][NH:30][C:64]([C:2]2[CH:3]=[CH:4][C:5]3[NH:11][C:10]4[CH:12]=[CH:13][CH:14]=[CH:15][C:9]=4[C:8]([C:16]4[CH:21]=[CH:20][C:19]([F:22])=[CH:18][CH:17]=4)=[N:7][C:6]=3[CH:23]=2)=[O:65])=[CH:27][CH:26]=1, predict the reactants needed to synthesize it. The reactants are: Cl[C:2]1[CH:3]=[CH:4][C:5]2[NH:11][C:10]3[CH:12]=[CH:13][CH:14]=[CH:15][C:9]=3[C:8]([C:16]3[CH:21]=[CH:20][C:19]([F:22])=[CH:18][CH:17]=3)=[N:7][C:6]=2[CH:23]=1.[F:24][C:25]1[CH:32]=[CH:31][C:28]([CH2:29][NH2:30])=[CH:27][CH:26]=1.F[B-](F)(F)F.C(P(C(C)(C)C)C(C)(C)C)(C)(C)C.N12CCCN=C1CCCCC2.C1C[O:65][CH2:64]C1. (2) Given the product [NH3:1].[NH:1]1[CH:5]=[C:4]([C:6]2[C:7]3[CH2:15][CH2:14][NH:13][CH2:12][C:8]=3[N:9]=[CH:10][N:11]=2)[CH:3]=[N:2]1, predict the reactants needed to synthesize it. The reactants are: [NH:1]1[CH:5]=[C:4]([C:6]2[C:7]3[CH2:15][CH2:14][N:13](C(OC(C)(C)C)=O)[CH2:12][C:8]=3[N:9]=[CH:10][N:11]=2)[CH:3]=[N:2]1.C(O)(C(F)(F)F)=O. (3) Given the product [F:13][CH2:12][CH:11]([NH:10][C:8](=[O:9])[O:7][C:3]([CH3:5])([CH3:4])[CH3:6])[C:14]1[CH:15]=[CH:16][C:17]([CH2:18][OH:19])=[CH:23][CH:24]=1, predict the reactants needed to synthesize it. The reactants are: [BH4-].[Li+].[C:3]([O:7][C:8]([NH:10][CH:11]([C:14]1[CH:24]=[CH:23][C:17]([C:18](OCC)=[O:19])=[CH:16][CH:15]=1)[CH2:12][F:13])=[O:9])([CH3:6])([CH3:5])[CH3:4].Cl.C(=O)(O)[O-].[Na+].